Dataset: Forward reaction prediction with 1.9M reactions from USPTO patents (1976-2016). Task: Predict the product of the given reaction. Given the reactants Br[C:2]1[CH:7]=[CH:6][C:5]([Br:8])=[CH:4][N:3]=1.[NH2:9][CH2:10][CH2:11][C:12]1[CH:17]=[CH:16][C:15]([OH:18])=[CH:14][CH:13]=1.C(OCC)(=O)C.Cl, predict the reaction product. The product is: [Br:8][C:5]1[CH:6]=[CH:7][C:2]([NH:9][CH2:10][CH2:11][C:12]2[CH:17]=[CH:16][C:15]([OH:18])=[CH:14][CH:13]=2)=[N:3][CH:4]=1.